This data is from Full USPTO retrosynthesis dataset with 1.9M reactions from patents (1976-2016). The task is: Predict the reactants needed to synthesize the given product. (1) Given the product [I-:1].[I-:1].[CH2:2]([N+:11]1[C:20]2[C:15](=[CH:16][CH:17]=[CH:18][CH:19]=2)[CH:14]=[CH:13][CH:12]=1)[CH2:3][CH2:4][CH2:5][CH2:6][CH2:7][CH2:8][CH2:9][N+:11]1[C:20]2[C:15](=[CH:16][CH:17]=[CH:18][CH:19]=2)[CH:14]=[CH:13][CH:12]=1, predict the reactants needed to synthesize it. The reactants are: [I:1][CH2:2][CH2:3][CH2:4][CH2:5][CH2:6][CH2:7][CH2:8][CH2:9]I.[N:11]1[C:20]2[C:15](=[CH:16][CH:17]=[CH:18][CH:19]=2)[CH:14]=[CH:13][CH:12]=1. (2) Given the product [Cl:1][C:2]1[CH:3]=[C:4]([NH:19][C:20]2[C:30]3[CH:29]=[C:28]([C:31]([NH:35][CH2:36][CH2:37][C:38]([OH:40])([CH3:41])[CH3:39])=[O:32])[CH2:27][CH2:26][NH:25][C:24]=3[N:23]=[CH:22][N:21]=2)[CH:5]=[CH:6][C:7]=1[O:8][C:9]1[CH:14]=[CH:13][CH:12]=[C:11]([C:15]([F:18])([F:16])[F:17])[CH:10]=1, predict the reactants needed to synthesize it. The reactants are: [Cl:1][C:2]1[CH:3]=[C:4]([NH:19][C:20]2[C:30]3[CH:29]=[C:28]([C:31](O)=[O:32])[CH2:27][CH2:26][NH:25][C:24]=3[N:23]=[CH:22][N:21]=2)[CH:5]=[CH:6][C:7]=1[O:8][C:9]1[CH:14]=[CH:13][CH:12]=[C:11]([C:15]([F:18])([F:17])[F:16])[CH:10]=1.Cl.[NH2:35][CH2:36][CH2:37][C:38]([CH3:41])([OH:40])[CH3:39].ON1C2C=CC=CC=2N=N1.Cl.C(N=C=NCCCN(C)C)C. (3) The reactants are: [H-].[Na+].[F:3][C:4]1[CH:9]=[C:8]([I:10])[CH:7]=[CH:6][C:5]=1[NH:11][C:12]1[C:21]2[C:20](=[O:22])[NH:19][CH:18]=[N:17][C:16]=2[N:15]([CH3:23])[C:14](=[O:24])[C:13]=1C.Cl[CH2:27][C@H:28]1[CH2:32][O:31][C:30]([CH3:34])([CH3:33])[O:29]1. Given the product [CH3:33][C:30]1([CH3:34])[O:29][C@@H:28]([CH2:27][N:19]2[C:20](=[O:22])[C:21]3[C:12]([NH:11][C:5]4[CH:6]=[CH:7][C:8]([I:10])=[CH:9][C:4]=4[F:3])=[CH:13][C:14](=[O:24])[N:15]([CH3:23])[C:16]=3[N:17]=[CH:18]2)[CH2:32][O:31]1, predict the reactants needed to synthesize it. (4) Given the product [Cl:1][C:2]1[CH:7]=[CH:6][CH:5]=[CH:4][C:3]=1[N:8]1[C:17]([C:18]2[CH:23]=[CH:22][C:21]([C:24]([F:27])([F:25])[F:26])=[CH:20][CH:19]=2)=[C:11]2[N:12]=[CH:13][N:14]([CH2:44][C:45]([F:48])([F:47])[F:46])[C:15](=[O:16])[C:10]2=[N:9]1, predict the reactants needed to synthesize it. The reactants are: [Cl:1][C:2]1[CH:7]=[CH:6][CH:5]=[CH:4][C:3]=1[N:8]1[C:17]([C:18]2[CH:23]=[CH:22][C:21]([C:24]([F:27])([F:26])[F:25])=[CH:20][CH:19]=2)=[C:11]2[N:12]=[CH:13][N:14]=[C:15]([OH:16])[C:10]2=[N:9]1.C([O-])([O-])=O.[Cs+].[Cs+].CS(C)=O.FC(F)(F)S(O[CH2:44][C:45]([F:48])([F:47])[F:46])(=O)=O. (5) Given the product [C:36]([O:39][CH2:40][C:41]([N:4]1[CH2:5][CH2:6][N:1]([C:7]2[CH:28]=[CH:27][C:10]([NH:11][C:12]3[N:17]=[C:16]([C:18]4[N:22]([CH:23]([CH3:25])[CH3:24])[C:21]([CH3:26])=[N:20][CH:19]=4)[CH:15]=[CH:14][N:13]=3)=[CH:9][CH:8]=2)[CH2:2][CH2:3]1)=[O:42])(=[O:38])[CH3:37], predict the reactants needed to synthesize it. The reactants are: [N:1]1([C:7]2[CH:28]=[CH:27][C:10]([NH:11][C:12]3[N:17]=[C:16]([C:18]4[N:22]([CH:23]([CH3:25])[CH3:24])[C:21]([CH3:26])=[N:20][CH:19]=4)[CH:15]=[CH:14][N:13]=3)=[CH:9][CH:8]=2)[CH2:6][CH2:5][NH:4][CH2:3][CH2:2]1.C(N(CC)CC)C.[C:36]([O:39][CH2:40][C:41](Cl)=[O:42])(=[O:38])[CH3:37]. (6) Given the product [Cl:32][C:18]1[CH:19]=[C:20]([C:26]#[C:27][C:28]([CH3:29])([OH:30])[CH3:31])[C:21]2[O:25][CH2:24][O:23][C:22]=2[C:17]=1[NH:16][C:34]1[C:43]2[C:38](=[CH:39][C:40]([O:46][CH3:47])=[C:41]([O:44][CH3:45])[CH:42]=2)[N:37]=[CH:36][N:35]=1, predict the reactants needed to synthesize it. The reactants are: C[Si]([N-][Si](C)(C)C)(C)C.[Na+].O1CCCC1.[NH2:16][C:17]1[C:22]2[O:23][CH2:24][O:25][C:21]=2[C:20]([C:26]#[C:27][C:28]([CH3:31])([OH:30])[CH3:29])=[CH:19][C:18]=1[Cl:32].Cl[C:34]1[C:43]2[C:38](=[CH:39][C:40]([O:46][CH3:47])=[C:41]([O:44][CH3:45])[CH:42]=2)[N:37]=[CH:36][N:35]=1. (7) Given the product [Br:1][C:2]1[CH:3]=[C:4]([O:10][CH2:11][C:12]2[CH:17]=[CH:16][CH:15]=[CH:14][CH:13]=2)[N:5]=[C:6]([CH3:9])[C:7]=1[CH3:8], predict the reactants needed to synthesize it. The reactants are: [Br:1][C:2]1[C:7]([CH3:8])=[C:6]([CH3:9])[NH:5][C:4](=[O:10])[CH:3]=1.[CH2:11](Br)[C:12]1[CH:17]=[CH:16][CH:15]=[CH:14][CH:13]=1.